From a dataset of Full USPTO retrosynthesis dataset with 1.9M reactions from patents (1976-2016). Predict the reactants needed to synthesize the given product. (1) The reactants are: FC1C=C(C=CC=1OC1C=CN=CC=1)N.[F:16][C:17]1[CH:18]=[C:19]([NH:38][C:39]([N:41]2[CH2:45][CH2:44][N:43]([C:46]3[CH:51]=[CH:50][CH:49]=[CH:48][CH:47]=3)[C:42]2=[O:52])=[O:40])[CH:20]=[CH:21][C:22]=1[O:23][C:24]1[CH:29]=[CH:28][N:27]=[C:26](NC(N2CCCC2)=O)[CH:25]=1. Given the product [F:16][C:17]1[CH:18]=[C:19]([NH:38][C:39]([N:41]2[CH2:45][CH2:44][N:43]([C:46]3[CH:51]=[CH:50][CH:49]=[CH:48][CH:47]=3)[C:42]2=[O:52])=[O:40])[CH:20]=[CH:21][C:22]=1[O:23][C:24]1[CH:29]=[CH:28][N:27]=[CH:26][CH:25]=1, predict the reactants needed to synthesize it. (2) Given the product [NH2:9][C:7]1[S:8][C:4]2[CH:3]=[C:2]([C:29]3[CH:28]=[CH:27][C:26]([NH:25][C:23](=[O:24])[O:22][C:18]([CH3:20])([CH3:19])[CH3:21])=[CH:31][CH:30]=3)[CH:11]=[CH:10][C:5]=2[N:6]=1, predict the reactants needed to synthesize it. The reactants are: Br[C:2]1[CH:11]=[CH:10][C:5]2[N:6]=[C:7]([NH2:9])[S:8][C:4]=2[CH:3]=1.C(=O)([O-])[O-].[K+].[K+].[C:18]([O:22][C:23]([NH:25][C:26]1[CH:31]=[CH:30][C:29](B(O)O)=[CH:28][CH:27]=1)=[O:24])([CH3:21])([CH3:20])[CH3:19].C1(P(C2C=CC=CC=2)C2C=CC=CC=2)C=CC=CC=1. (3) Given the product [OH:7][C@H:4]1[CH2:5][N:6]([C:9]2[CH:16]=[CH:15][C:14]([C:17]3[N:22]=[C:21]([NH:23][C:24]4[CH:25]=[CH:26][C:27]([N:30]5[CH2:35][CH2:34][N:33]([CH:36]6[CH2:39][O:38][CH2:37]6)[CH2:32][CH2:31]5)=[CH:28][CH:29]=4)[N:20]=[CH:19][N:18]=3)=[CH:13][C:10]=2[C:11]#[N:12])[C@H:2]([CH3:1])[CH2:3]1, predict the reactants needed to synthesize it. The reactants are: [CH3:1][C@H:2]1[NH:6][CH2:5][C@H:4]([OH:7])[CH2:3]1.F[C:9]1[CH:16]=[CH:15][C:14]([C:17]2[N:22]=[C:21]([NH:23][C:24]3[CH:29]=[CH:28][C:27]([N:30]4[CH2:35][CH2:34][N:33]([CH:36]5[CH2:39][O:38][CH2:37]5)[CH2:32][CH2:31]4)=[CH:26][CH:25]=3)[N:20]=[CH:19][N:18]=2)=[CH:13][C:10]=1[C:11]#[N:12]. (4) Given the product [ClH:23].[NH2:13][C@H:8]1[CH2:9][CH2:10][CH2:11][CH2:12][C@H:7]1[C:5]([NH:4][CH2:3][C:2]([F:1])([F:21])[F:22])=[O:6], predict the reactants needed to synthesize it. The reactants are: [F:1][C:2]([F:22])([F:21])[CH2:3][NH:4][C:5]([C@H:7]1[CH2:12][CH2:11][CH2:10][CH2:9][C@H:8]1[NH:13]C(=O)OC(C)(C)C)=[O:6].[ClH:23].O1CCOCC1.C(OCC)C.CCOCC.CCCCCC. (5) Given the product [CH2:15]([NH:17][C:1](=[O:8])/[CH:2]=[CH:3]/[CH:4]=[CH:5]/[CH3:6])[CH3:16], predict the reactants needed to synthesize it. The reactants are: [C:1]([OH:8])(=O)/[CH:2]=[CH:3]/[CH:4]=[CH:5]/[CH3:6].ClC(OCC)=O.[CH2:15]([N:17](CC)CC)[CH3:16].C(N)C.[Cl-].[Na+].